This data is from Full USPTO retrosynthesis dataset with 1.9M reactions from patents (1976-2016). The task is: Predict the reactants needed to synthesize the given product. Given the product [F:29][C:26]1([F:30])[CH2:27][CH2:28][N:23]([S:20]([C:19]2[N:5]3[CH:6]=[CH:7][C:8]([C:10]([NH:12][C:13]4[CH:18]=[CH:17][CH:16]=[CH:15][CH:14]=4)=[O:11])=[CH:9][C:4]3=[N:3][C:2]=2[S:32][CH3:31])(=[O:22])=[O:21])[CH2:24][CH2:25]1, predict the reactants needed to synthesize it. The reactants are: Cl[C:2]1[N:3]=[C:4]2[CH:9]=[C:8]([C:10]([NH:12][C:13]3[CH:18]=[CH:17][CH:16]=[CH:15][CH:14]=3)=[O:11])[CH:7]=[CH:6][N:5]2[C:19]=1[S:20]([N:23]1[CH2:28][CH2:27][C:26]([F:30])([F:29])[CH2:25][CH2:24]1)(=[O:22])=[O:21].[CH3:31][S-:32].[Na+].C(=O)([O-])O.[Na+].